This data is from Peptide-MHC class I binding affinity with 185,985 pairs from IEDB/IMGT. The task is: Regression. Given a peptide amino acid sequence and an MHC pseudo amino acid sequence, predict their binding affinity value. This is MHC class I binding data. (1) The peptide sequence is STTFHQTLQD. The MHC is HLA-A03:01 with pseudo-sequence HLA-A03:01. The binding affinity (normalized) is 0.0407. (2) The peptide sequence is VCFMYSDFH. The MHC is HLA-A03:01 with pseudo-sequence HLA-A03:01. The binding affinity (normalized) is 0.163. (3) The peptide sequence is LQDPRVRGLY. The MHC is HLA-A02:03 with pseudo-sequence HLA-A02:03. The binding affinity (normalized) is 0.155. (4) The MHC is HLA-A03:01 with pseudo-sequence HLA-A03:01. The peptide sequence is SLRTTTVSGK. The binding affinity (normalized) is 0.838. (5) The peptide sequence is DTIAHINTLI. The binding affinity (normalized) is 0. The MHC is HLA-A02:06 with pseudo-sequence HLA-A02:06. (6) The peptide sequence is IPTNFSISI. The MHC is HLA-B51:01 with pseudo-sequence HLA-B51:01. The binding affinity (normalized) is 0.626. (7) The binding affinity (normalized) is 0. The peptide sequence is KMEKDGQL. The MHC is HLA-B27:05 with pseudo-sequence HLA-B27:05.